This data is from Full USPTO retrosynthesis dataset with 1.9M reactions from patents (1976-2016). The task is: Predict the reactants needed to synthesize the given product. (1) Given the product [CH2:1]([N:3]1[C:7]2=[N:8][C:9]([CH2:48][CH3:49])=[C:10]([CH2:19][NH:20][C:21]([C:23]3[CH:28]=[CH:27][CH:26]=[C:25]([C:29]([NH:31][CH2:32][C:33]4[CH:34]=[C:35]([C:40]5[CH:45]=[CH:44][CH:43]=[C:42]([CH2:46][N:55]6[CH2:54][C@H:53]([CH3:57])[NH:52][C@H:51]([CH3:50])[CH2:56]6)[CH:41]=5)[C:36]([CH3:39])=[CH:37][CH:38]=4)=[O:30])[CH:24]=3)=[O:22])[C:11]([NH:12][CH:13]3[CH2:14][CH2:15][O:16][CH2:17][CH2:18]3)=[C:6]2[CH:5]=[N:4]1)[CH3:2], predict the reactants needed to synthesize it. The reactants are: [CH2:1]([N:3]1[C:7]2=[N:8][C:9]([CH2:48][CH3:49])=[C:10]([CH2:19][NH:20][C:21]([C:23]3[CH:28]=[CH:27][CH:26]=[C:25]([C:29]([NH:31][CH2:32][C:33]4[CH:34]=[C:35]([C:40]5[CH:45]=[CH:44][CH:43]=[C:42]([CH:46]=O)[CH:41]=5)[C:36]([CH3:39])=[CH:37][CH:38]=4)=[O:30])[CH:24]=3)=[O:22])[C:11]([NH:12][CH:13]3[CH2:18][CH2:17][O:16][CH2:15][CH2:14]3)=[C:6]2[CH:5]=[N:4]1)[CH3:2].[CH3:50][C@@H:51]1[CH2:56][NH:55][CH2:54][C@H:53]([CH3:57])[NH:52]1.C(O)(=O)C.C(O[BH-](OC(=O)C)OC(=O)C)(=O)C.[Na+]. (2) Given the product [CH2:16]([N:18]([CH2:19][CH3:20])[CH2:2][CH2:3][O:4][C:5]1[CH:10]=[C:9]([S:11]([CH3:14])(=[O:13])=[O:12])[CH:8]=[C:7]([F:15])[CH:6]=1)[CH3:17], predict the reactants needed to synthesize it. The reactants are: Br[CH2:2][CH2:3][O:4][C:5]1[CH:10]=[C:9]([S:11]([CH3:14])(=[O:13])=[O:12])[CH:8]=[C:7]([F:15])[CH:6]=1.[CH2:16]([NH:18][CH2:19][CH3:20])[CH3:17]. (3) Given the product [CH:38]1([C:37]2[N:4]3[CH:5]=[CH:6][N:7]=[C:2]([NH2:47])[C:3]3=[C:8]([C:9]3[CH:14]=[CH:13][CH:12]=[CH:11][CH:10]=3)[N:15]=2)[CH2:39][CH2:40][CH2:35]1, predict the reactants needed to synthesize it. The reactants are: Cl[C:2]1[C:3]([CH:8]([NH2:15])[C:9]2[CH:14]=[CH:13][CH:12]=[CH:11][CH:10]=2)=[N:4][CH:5]=[CH:6][N:7]=1.ClC1C(C([C:35]2[CH:40]=[CH:39][CH:38]=[CH:37]C=2)N2C(=O)[C:40]3[C:39](=[CH:38][CH:37]=C[CH:35]=3)C2=O)=NC=CN=1.CC(OC(/[N:47]=N/C(OC(C)C)=O)=O)C.C(Cl)Cl. (4) Given the product [C:1]([O:5][C:6](=[O:17])[NH:7][CH2:8][C:9]1[CH:10]=[CH:11][C:12]([CH:15]=[O:16])=[CH:13][CH:14]=1)([CH3:4])([CH3:2])[CH3:3], predict the reactants needed to synthesize it. The reactants are: [C:1]([O:5][C:6](=[O:17])[NH:7][CH2:8][C:9]1[CH:14]=[CH:13][C:12]([CH2:15][OH:16])=[CH:11][CH:10]=1)([CH3:4])([CH3:3])[CH3:2]. (5) Given the product [CH3:3][CH:2]([C:4]([O:6][C:7]1[CH:8]=[CH:9][C:10]([CH2:29][OH:30])=[CH:11][C:12]=1[C@@H:13]([C:23]1[CH:28]=[CH:27][CH:26]=[CH:25][CH:24]=1)[CH2:14][CH2:15][N:16]([CH:20]([CH3:21])[CH3:22])[CH:17]([CH3:18])[CH3:19])=[O:5])[CH3:1].[CH:32](/[C:31]([OH:38])=[O:37])=[CH:33]\[C:34]([OH:36])=[O:35], predict the reactants needed to synthesize it. The reactants are: [CH3:1][CH:2]([C:4]([O:6][C:7]1[CH:8]=[CH:9][C:10]([CH2:29][OH:30])=[CH:11][C:12]=1[C@@H:13]([C:23]1[CH:24]=[CH:25][CH:26]=[CH:27][CH:28]=1)[CH2:14][CH2:15][N:16]([CH:20]([CH3:22])[CH3:21])[CH:17]([CH3:19])[CH3:18])=[O:5])[CH3:3].[C:31]([OH:38])(=[O:37])/[CH:32]=[CH:33]/[C:34]([OH:36])=[O:35].C1CCCCC1. (6) Given the product [OH:38][C@H:33]1[CH2:34][CH2:35][CH2:36][CH2:37][C@@H:32]1[NH:31][C:21]([C@@H:19]1[C@@H:18]([CH2:14][CH2:15][CH2:16][CH3:17])[O:20]1)=[O:23], predict the reactants needed to synthesize it. The reactants are: C1([NH2+]C2CCCCC2)CCCCC1.[CH2:14]([C@H:18]1[O:20][C@@H:19]1[C:21]([O-:23])=O)[CH2:15][CH2:16][CH3:17].C(Cl)(=O)C(C)(C)C.[NH2:31][C@H:32]1[CH2:37][CH2:36][CH2:35][CH2:34][C@@H:33]1[OH:38]. (7) Given the product [Cl:25][C:5]1[CH:6]=[CH:7][CH:8]=[C:9]2[C:4]=1[N:3]=[C:2]([C:28]1[CH:29]=[CH:30][CH:31]=[CH:32][C:27]=1[F:26])[C:11]([C@@H:12]([NH:14][C:15]([C:16]1[CH:17]=[CH:18][CH:19]=[CH:20][C:21]=1[C:22]([OH:23])=[O:37])=[O:24])[CH3:13])=[CH:10]2, predict the reactants needed to synthesize it. The reactants are: Cl[C:2]1[C:11]([C@@H:12]([N:14]2[C:22](=[O:23])[C:21]3[C:16](=[CH:17][CH:18]=[CH:19][CH:20]=3)[C:15]2=[O:24])[CH3:13])=[CH:10][C:9]2[C:4](=[C:5]([Cl:25])[CH:6]=[CH:7][CH:8]=2)[N:3]=1.[F:26][C:27]1[CH:32]=[CH:31][CH:30]=[CH:29][C:28]=1B(O)O.C(O)(O)=[O:37].C(#N)C.O. (8) Given the product [CH3:31][C:2]1([CH3:1])[C:6]2[C:7]([O:11][C:12]3[N:17]=[CH:16][C:15]([NH:18][C:19]([C@H:20]([NH:22][C:23](=[O:29])[O:24][C:25]([CH3:28])([CH3:27])[CH3:26])[CH2:21][CH3:32])=[O:30])=[CH:14][CH:13]=3)=[CH:8][CH:9]=[CH:10][C:5]=2[O:4][CH2:3]1, predict the reactants needed to synthesize it. The reactants are: [CH3:1][C:2]1([CH3:31])[C:6]2[C:7]([O:11][C:12]3[N:17]=[CH:16][C:15]([NH:18][C:19](=[O:30])[C@H:20]([NH:22][C:23](=[O:29])[O:24][C:25]([CH3:28])([CH3:27])[CH3:26])[CH3:21])=[CH:14][CH:13]=3)=[CH:8][CH:9]=[CH:10][C:5]=2[O:4][CH2:3]1.[CH3:32]C(OC(N[C@@H](C(O)=O)C)=O)(C)C.CC(OC(N[C@H](CC)C(O)=O)=O)(C)C.